Task: Predict which catalyst facilitates the given reaction.. Dataset: Catalyst prediction with 721,799 reactions and 888 catalyst types from USPTO (1) Reactant: [H-].[Na+].[NH2:3][C:4]1[C:13]([C:14]([NH:16][C:17]2[CH:22]=[N:21][CH:20]=[C:19]3[NH:23][CH:24]=[CH:25][C:18]=23)=[O:15])=[C:7]2[N:8]=[CH:9][C:10]([F:12])=[CH:11][N:6]2[N:5]=1.N[C@H:27](C(O)=O)CCSC. Product: [NH2:3][C:4]1[C:13]([C:14]([NH:16][C:17]2[CH:22]=[N:21][CH:20]=[C:19]3[N:23]([CH3:27])[CH:24]=[CH:25][C:18]=23)=[O:15])=[C:7]2[N:8]=[CH:9][C:10]([F:12])=[CH:11][N:6]2[N:5]=1. The catalyst class is: 18. (2) Reactant: [NH2:1][C:2]1[CH:7]=[C:6]([C:8]([CH3:11])([CH3:10])[CH3:9])[CH:5]=[CH:4][C:3]=1[OH:12].F[C:14]1[C:21]([C:22]([F:25])([F:24])[F:23])=[CH:20][CH:19]=[CH:18][C:15]=1[CH:16]=O.C([O-])([O-])=O.[K+].[K+].O. Product: [C:8]([C:6]1[CH:5]=[CH:4][C:3]2[O:12][C:14]3[C:21]([C:22]([F:23])([F:24])[F:25])=[CH:20][CH:19]=[CH:18][C:15]=3[CH:16]=[N:1][C:2]=2[CH:7]=1)([CH3:9])([CH3:11])[CH3:10]. The catalyst class is: 3. (3) Reactant: [Br:1][C:2]1[CH:10]=[CH:9][C:5]([C:6]([OH:8])=[O:7])=[CH:4][C:3]=1[OH:11].[O:12]1[CH:17]=[CH:16][CH2:15][CH2:14][CH2:13]1.CC1C=CC(S([O-])(=O)=O)=CC=1.C1C=C[NH+]=CC=1. Product: [Br:1][C:2]1[CH:10]=[CH:9][C:5]([C:6]([OH:8])=[O:7])=[CH:4][C:3]=1[O:11][CH:13]1[CH2:14][CH2:15][CH2:16][CH2:17][O:12]1.[Br:1][C:2]1[CH:10]=[CH:9][C:5]([C:6]([OH:8])=[O:7])=[CH:4][C:3]=1[O:11][CH:13]1[CH2:14][CH2:15][CH2:16][CH2:17][O:12]1. The catalyst class is: 2. (4) Reactant: [C:1]1([C:7]2[O:11][N:10]=[CH:9][C:8]=2[CH2:12][CH2:13][CH2:14]O)[CH:6]=[CH:5][CH:4]=[CH:3][CH:2]=1.[CH2:16]([N:18](CC)CC)C.CS(Cl)(=O)=O.Cl. Product: [C:1]1([C:7]2[O:11][N:10]=[CH:9][C:8]=2[CH2:12][CH2:13][CH2:14][C:16]#[N:18])[CH:6]=[CH:5][CH:4]=[CH:3][CH:2]=1. The catalyst class is: 13. (5) Reactant: [C:1]([O:5][C:6](=[O:37])[CH2:7][C@@H:8]1[N:14]([C:15]([O:17][C:18]([CH3:21])([CH3:20])[CH3:19])=[O:16])[C:13](=[O:22])[C:12]2[CH:23]=[C:24]([C:27]3[CH:28]=[N:29][N:30]([CH3:32])[CH:31]=3)[CH:25]=[CH:26][C:11]=2[C:10]2[C:33]([CH3:36])=[N:34][O:35][C:9]1=2)([CH3:4])([CH3:3])[CH3:2].[Cl:38][C:39]1[CH:44]=[CH:43][C:42]([Mg]Br)=[CH:41][CH:40]=1.Cl.CCOC(C)=O. Product: [C:18]([O:17][C:15]([NH:14][C@H:8]([C:9]1[O:35][N:34]=[C:33]([CH3:36])[C:10]=1[C:11]1[CH:26]=[CH:25][C:24]([C:27]2[CH:28]=[N:29][N:30]([CH3:32])[CH:31]=2)=[CH:23][C:12]=1[C:13](=[O:22])[C:42]1[CH:43]=[CH:44][C:39]([Cl:38])=[CH:40][CH:41]=1)[CH2:7][C:6]([O:5][C:1]([CH3:3])([CH3:2])[CH3:4])=[O:37])=[O:16])([CH3:19])([CH3:20])[CH3:21]. The catalyst class is: 1. (6) Reactant: [F:1][C:2]1[CH:3]=[C:4]2[C:10]([C:11]3[N:12]=[C:13](I)[C:14]4[C:19]([CH3:21])([CH3:20])[C:18](=[O:22])[NH:17][C:15]=4[N:16]=3)=[N:9][N:8]([CH2:24][C:25]3[CH:30]=[CH:29][CH:28]=[CH:27][C:26]=3[F:31])[C:5]2=[N:6][CH:7]=1.C(N(CC)C(C)C)(C)C.Cl.[NH:42]1[CH2:45][CH:44]([OH:46])[CH2:43]1.O.FC(F)(F)C(O)=O. Product: [F:1][C:2]1[CH:3]=[C:4]2[C:10]([C:11]3[N:12]=[C:13]([N:42]4[CH2:45][CH:44]([OH:46])[CH2:43]4)[C:14]4[C:19]([CH3:21])([CH3:20])[C:18](=[O:22])[NH:17][C:15]=4[N:16]=3)=[N:9][N:8]([CH2:24][C:25]3[CH:30]=[CH:29][CH:28]=[CH:27][C:26]=3[F:31])[C:5]2=[N:6][CH:7]=1. The catalyst class is: 60. (7) Reactant: [SH:1][C:2]1[N:7]=[C:6]([OH:8])[CH:5]=[C:4]([OH:9])[N:3]=1.[OH-].[Na+].CN1C[CH2:16][C:15](=O)[CH2:14]1.ICCC.Cl. Product: [CH2:14]([S:1][C:2]1[N:7]=[C:6]([OH:8])[CH:5]=[C:4]([OH:9])[N:3]=1)[CH2:15][CH3:16]. The catalyst class is: 6. (8) Reactant: [F:1][C:2]1[CH:10]=[CH:9][C:8]2[N:7]([C:11]3[CH:12]=[N:13][CH:14]=[CH:15][CH:16]=3)[C:6]3[CH:17]=[N:18][N:19](C4CCCCO4)[C:5]=3[C:4]=2[CH:3]=1.Cl. Product: [F:1][C:2]1[CH:10]=[CH:9][C:8]2[N:7]([C:11]3[CH:12]=[N:13][CH:14]=[CH:15][CH:16]=3)[C:6]3[CH:17]=[N:18][NH:19][C:5]=3[C:4]=2[CH:3]=1. The catalyst class is: 8. (9) Reactant: Cl.C(OC([N:9]1[CH2:13][CH2:12][CH2:11][C@H:10]1[CH2:14][N:15]1[CH2:20][CH2:19][O:18][CH2:17][CH2:16]1)=O)(C)(C)C. Product: [NH:9]1[CH2:13][CH2:12][CH2:11][C@H:10]1[CH2:14][N:15]1[CH2:16][CH2:17][O:18][CH2:19][CH2:20]1. The catalyst class is: 5. (10) Reactant: [Cl:1][C:2]1[CH:7]=[CH:6][C:5]([OH:8])=[CH:4][C:3]=1[N+:9]([O-])=O.C(=O)([O-])[O-].[K+].[K+].[CH2:18](Br)[C:19]1[CH:24]=[CH:23][CH:22]=[CH:21][CH:20]=1. Product: [CH2:18]([O:8][C:5]1[CH:4]=[C:3]([C:2]([Cl:1])=[CH:7][CH:6]=1)[NH2:9])[C:19]1[CH:24]=[CH:23][CH:22]=[CH:21][CH:20]=1. The catalyst class is: 483.